Dataset: Forward reaction prediction with 1.9M reactions from USPTO patents (1976-2016). Task: Predict the product of the given reaction. (1) Given the reactants N[C:2]1[C:3]([N+:12]([O-:14])=[O:13])=[C:4]([CH:8]=[CH:9][C:10]=1[CH3:11])[C:5]([OH:7])=[O:6].N([O-])=O.[Na+].[BrH:19], predict the reaction product. The product is: [Br:19][C:2]1[C:3]([N+:12]([O-:14])=[O:13])=[C:4]([CH:8]=[CH:9][C:10]=1[CH3:11])[C:5]([OH:7])=[O:6]. (2) Given the reactants [Br:1][C:2]1[CH:21]=[CH:20][C:5]([NH:6][C:7]2[C:16]3[C:11](=[CH:12][C:13]([OH:19])=[C:14](OC)[CH:15]=3)[N:10]=[CH:9][N:8]=2)=[C:4]([F:22])[CH:3]=1.O[CH2:24][CH2:25][CH2:26][N:27]1[CH2:31][CH2:30][CH2:29][C:28]1=[O:32].C1(P(C2C=CC=CC=2)C2C=CC=CC=2)C=CC=CC=1.N(C(OCC)=O)=N[C:54](OCC)=[O:55].C(Cl)[Cl:65], predict the reaction product. The product is: [ClH:65].[Br:1][C:2]1[CH:21]=[CH:20][C:5]([NH:6][C:7]2([O:55][CH3:54])[C:16]3[C:11](=[CH:12][C:13]([O:19][CH2:24][CH2:25][CH2:26][N:27]4[CH2:31][CH2:30][CH2:29][C:28]4=[O:32])=[CH:14][CH:15]=3)[N:10]=[CH:9][NH:8]2)=[C:4]([F:22])[CH:3]=1. (3) Given the reactants [C:1]([N:5]1[C:9]([Cl:10])=[C:8]([C:11]([OH:13])=O)[CH:7]=[N:6]1)([CH3:4])([CH3:3])[CH3:2].C(N(C(C)C)CC)(C)C.[B-](F)(F)(F)F.CN(C(ON1C(=O)CCC1=O)=[N+](C)C)C.Cl.[CH:44]12[CH2:53][CH:48]3[CH2:49][CH:50]([CH2:52][CH:46]([CH2:47]3)[CH:45]1[NH2:54])[CH2:51]2, predict the reaction product. The product is: [CH:44]12[CH2:53][CH:48]3[CH2:49][CH:50]([CH2:52][CH:46]([CH2:47]3)[CH:45]1[NH:54][C:11]([C:8]1[CH:7]=[N:6][N:5]([C:1]([CH3:2])([CH3:3])[CH3:4])[C:9]=1[Cl:10])=[O:13])[CH2:51]2. (4) Given the reactants [O:1]1[CH2:5][CH2:4][NH:3][C:2]1=[O:6].[C:7]([O:14][C:15]([CH3:18])([CH3:17])[CH3:16])(=[O:13])[CH2:8][CH2:9][C:10]([O-])=[O:11].CCN=C=NCCCN(C)C.Cl, predict the reaction product. The product is: [O:11]=[C:10]([N:3]1[CH2:4][CH2:5][O:1][C:2]1=[O:6])[CH2:9][CH2:8][C:7]([O:14][C:15]([CH3:18])([CH3:17])[CH3:16])=[O:13]. (5) Given the reactants [CH3:1][O:2][C:3](=[O:19])[NH:4][CH2:5][C@@:6]1(CC2C=CC=CC=2)[CH2:10][CH2:9][C@@H:8]([CH3:11])[CH2:7]1.I([O-])(=O)(=O)=O.[Na+].C(#N)C.[OH2:29].C([O:32][CH2:33][CH3:34])C, predict the reaction product. The product is: [CH3:1][O:2][C:3]([NH:4][CH2:5][C@@:6]1([CH2:34][C:33]([OH:32])=[O:29])[CH2:10][CH2:9][C@@H:8]([CH3:11])[CH2:7]1)=[O:19]. (6) Given the reactants Br[C:2]1[CH:3]=[CH:4][C:5]2[N:6]([N:8]=[C:9]([NH:11][C:12](=[O:19])[C:13]3[CH:18]=[CH:17][CH:16]=[CH:15][CH:14]=3)[N:10]=2)[CH:7]=1.[F-].[Cs+].[CH3:22][N:23]([CH:25]=O)[CH3:24], predict the reaction product. The product is: [C:12]([NH:11][C:9]1[N:10]=[C:5]2[CH:4]=[CH:3][C:2]([C:16]3[CH:17]=[CH:18][C:13]([C:12]([NH:11][CH2:9][CH2:25][N:23]([CH3:22])[CH3:24])=[O:19])=[CH:14][CH:15]=3)=[CH:7][N:6]2[N:8]=1)(=[O:19])[C:13]1[CH:18]=[CH:17][CH:16]=[CH:15][CH:14]=1. (7) Given the reactants [OH:1][CH2:2][C:3]#[C:4][CH:5]1[CH2:10][CH2:9][N:8]([C:11]([O:13][C:14]([CH3:17])([CH3:16])[CH3:15])=[O:12])[CH2:7][CH2:6]1.N1C2C(=CC=CC=2)C=CC=1, predict the reaction product. The product is: [OH:1][CH2:2]/[CH:3]=[CH:4]\[CH:5]1[CH2:10][CH2:9][N:8]([C:11]([O:13][C:14]([CH3:17])([CH3:16])[CH3:15])=[O:12])[CH2:7][CH2:6]1.